This data is from Forward reaction prediction with 1.9M reactions from USPTO patents (1976-2016). The task is: Predict the product of the given reaction. (1) Given the reactants O1CCCC1.[F:6][C:7]1[CH:33]=[C:32]([N+:34]([O-])=O)[CH:31]=[CH:30][C:8]=1[O:9][C:10]1[N:15]=[CH:14][N:13]=[C:12]([NH:16][C:17]([N:19]2[CH2:24][CH2:23][N:22]([CH2:25][CH2:26][N:27]([CH3:29])[CH3:28])[CH2:21][CH2:20]2)=[O:18])[CH:11]=1.[H][H], predict the reaction product. The product is: [NH2:34][C:32]1[CH:31]=[CH:30][C:8]([O:9][C:10]2[N:15]=[CH:14][N:13]=[C:12]([NH:16][C:17]([N:19]3[CH2:24][CH2:23][N:22]([CH2:25][CH2:26][N:27]([CH3:29])[CH3:28])[CH2:21][CH2:20]3)=[O:18])[CH:11]=2)=[C:7]([F:6])[CH:33]=1. (2) Given the reactants [I:1][C:2]1[C:10]2[C:5](=[N:6][CH:7]=[N:8][C:9]=2[NH2:11])[NH:4][N:3]=1.[CH:12]1(I)[CH2:16][CH2:15][CH2:14][CH2:13]1.C([O-])([O-])=O.[K+].[K+], predict the reaction product. The product is: [CH:12]1([N:4]2[C:5]3=[N:6][CH:7]=[N:8][C:9]([NH2:11])=[C:10]3[C:2]([I:1])=[N:3]2)[CH2:16][CH2:15][CH2:14][CH2:13]1. (3) Given the reactants [Cl:1][C:2]1[C:7]2[N:8]=[C:9]([C:11]3[CH:16]=[CH:15][C:14]([O:17]C)=[CH:13][CH:12]=3)[S:10][C:6]=2[CH:5]=[C:4]([O:19]C)[CH:3]=1.Cl, predict the reaction product. The product is: [Cl:1][C:2]1[C:7]2[N:8]=[C:9]([C:11]3[CH:12]=[CH:13][C:14]([OH:17])=[CH:15][CH:16]=3)[S:10][C:6]=2[CH:5]=[C:4]([OH:19])[CH:3]=1. (4) The product is: [F:3][C:4]1[C:18]([F:19])=[C:17]([CH:20]=[O:21])[CH:16]=[CH:15][C:5]=1[O:6][C:7]1[CH:14]=[CH:13][C:10]([C:11]([NH2:12])=[O:23])=[CH:9][N:8]=1. Given the reactants OO.[F:3][C:4]1[C:18]([F:19])=[C:17]([CH:20]=[O:21])[CH:16]=[CH:15][C:5]=1[O:6][C:7]1[CH:14]=[CH:13][C:10]([C:11]#[N:12])=[CH:9][N:8]=1.C([O-])([O-])=[O:23].[K+].[K+].CS(C)=O, predict the reaction product. (5) The product is: [C:1]([O:5][C:6]([N:8]1[CH2:9][C@H:10]([C:38](=[O:39])[NH:49][CH2:41][CH2:42][C:43]2[CH:48]=[CH:47][CH:46]=[CH:45][CH:44]=2)[CH2:11][C@H:12]([C:14](=[O:37])[NH:15][CH2:16][C:17]2([CH2:31][CH2:32][CH2:33][CH2:34][O:35][CH3:36])[C:30]3[CH:29]=[CH:28][CH:27]=[CH:26][C:25]=3[O:24][C:23]3[C:18]2=[CH:19][CH:20]=[CH:21][CH:22]=3)[CH2:13]1)=[O:7])([CH3:3])([CH3:4])[CH3:2]. Given the reactants [C:1]([O:5][C:6]([N:8]1[CH2:13][C@@H:12]([C:14](=[O:37])[NH:15][CH2:16][C:17]2([CH2:31][CH2:32][CH2:33][CH2:34][O:35][CH3:36])[C:30]3[CH:29]=[CH:28][CH:27]=[CH:26][C:25]=3[O:24][C:23]3[C:18]2=[CH:19][CH:20]=[CH:21][CH:22]=3)[CH2:11][C@@H:10]([C:38](O)=[O:39])[CH2:9]1)=[O:7])([CH3:4])([CH3:3])[CH3:2].[CH2:41]([NH2:49])[CH2:42][C:43]1[CH:48]=[CH:47][CH:46]=[CH:45][CH:44]=1, predict the reaction product. (6) Given the reactants [F:1][C:2]1[CH:3]=[C:4]([C:12]2[C:21]3[C:16](=[CH:17][CH:18]=[C:19]([O:22]COCC[Si](C)(C)C)[CH:20]=3)[C:15](=[O:31])[NH:14][CH:13]=2)[CH:5]=[CH:6][C:7]=1[C:8]([F:11])([F:10])[F:9].Br[C:33]1[CH:34]=[C:35]([CH:38]=[CH:39][CH:40]=1)[C:36]#[N:37].N1CCC[C@H]1C(O)=O.C(=O)([O-])[O-].[K+].[K+], predict the reaction product. The product is: [F:1][C:2]1[CH:3]=[C:4]([C:12]2[C:21]3[C:16](=[CH:17][CH:18]=[C:19]([OH:22])[CH:20]=3)[C:15](=[O:31])[N:14]([C:33]3[CH:34]=[C:35]([CH:38]=[CH:39][CH:40]=3)[C:36]#[N:37])[CH:13]=2)[CH:5]=[CH:6][C:7]=1[C:8]([F:9])([F:10])[F:11]. (7) Given the reactants [Mg].[F:2][C:3]1[CH:4]=[C:5](Br)[CH:6]=[C:7]([F:9])[CH:8]=1.CN(C)[CH:13]=[O:14].Cl, predict the reaction product. The product is: [F:2][C:3]1[CH:4]=[C:5]([CH:6]=[C:7]([F:9])[CH:8]=1)[CH:13]=[O:14].